This data is from Forward reaction prediction with 1.9M reactions from USPTO patents (1976-2016). The task is: Predict the product of the given reaction. (1) Given the reactants C(=O)([O-])[O-].[K+].[K+].[F:7][C:8]([F:17])([F:16])[C:9]1[CH:14]=[CH:13][CH:12]=[CH:11][C:10]=1[OH:15].Cl[CH2:19][C:20]1[CH:21]=[C:22]2[C:26](=[CH:27][CH:28]=1)[CH2:25][C@H:24]([NH:29][S:30]([CH:33]([CH3:35])[CH3:34])(=[O:32])=[O:31])[CH2:23]2, predict the reaction product. The product is: [F:7][C:8]([F:16])([F:17])[C:9]1[CH:14]=[CH:13][CH:12]=[CH:11][C:10]=1[O:15][CH2:19][C:20]1[CH:21]=[C:22]2[C:26](=[CH:27][CH:28]=1)[CH2:25][C@H:24]([NH:29][S:30]([CH:33]([CH3:35])[CH3:34])(=[O:32])=[O:31])[CH2:23]2. (2) The product is: [N:1]1[CH:6]=[CH:5][C:4]([C:7]2[NH:11][C:10]([C:12]3[CH:17]=[C:16]([Cl:18])[CH:15]=[CH:14][C:13]=3[CH3:19])=[C:9]([C:20]([NH2:21])=[O:24])[CH:8]=2)=[N:3][CH:2]=1. Given the reactants [N:1]1[CH:6]=[CH:5][C:4]([C:7]2[NH:11][C:10]([C:12]3[CH:17]=[C:16]([Cl:18])[CH:15]=[CH:14][C:13]=3[CH3:19])=[C:9]([C:20]#[N:21])[CH:8]=2)=[N:3][CH:2]=1.O.S(=O)(=O)(O)[OH:24].N, predict the reaction product. (3) The product is: [NH2:37][C:36](=[NH:38])[N:31]([CH3:35])[CH2:45][C:43]([NH:42][CH2:46][CH2:47][CH2:9][P+:10]([C:23]1[CH:28]=[CH:27][CH:26]=[CH:25][CH:24]=1)([C:11]1[CH:12]=[CH:13][CH:14]=[CH:15][CH:16]=1)[C:17]1[CH:22]=[CH:21][CH:20]=[CH:19][CH:18]=1)=[O:52].[Cl-:29]. Given the reactants CNCC(NCC[CH2:9][P+:10]([C:23]1[CH:28]=[CH:27][CH:26]=[CH:25][CH:24]=1)([C:17]1[CH:22]=[CH:21][CH:20]=[CH:19][CH:18]=1)[C:11]1[CH:16]=[CH:15][CH:14]=[CH:13][CH:12]=1)=O.[Cl-:29].Cl.[N:31]1([C:36](=[NH:38])[NH2:37])[CH:35]=CC=N1.C([N:42]([CH2:46][CH3:47])[CH:43]([CH3:45])C)(C)C.C([O:52]C)(C)(C)C, predict the reaction product. (4) Given the reactants [CH3:1][S:2](Cl)(=[O:4])=[O:3].C(N(CC)CC)C.[Cl:13][C:14]1[CH:22]=[CH:21][C:20]([OH:23])=[CH:19][C:15]=1[C:16]([NH2:18])=[O:17], predict the reaction product. The product is: [CH3:1][S:2]([O:23][C:20]1[CH:21]=[CH:22][C:14]([Cl:13])=[C:15]([C:16](=[O:17])[NH2:18])[CH:19]=1)(=[O:4])=[O:3]. (5) The product is: [CH3:1][S:2]([C:5]1[CH:6]=[C:7]([C:15]2[CH:20]=[CH:19][C:18]([C:21]3[O:22][C:23]([CH3:33])=[C:24]([CH2:26][CH2:27][N:28]4[CH2:29][CH2:30][CH2:31][CH2:32]4)[N:25]=3)=[CH:17][CH:16]=2)[CH:8]=[CH:9][CH:10]=1)(=[O:4])=[O:3]. Given the reactants [CH3:1][S:2]([C:5]1[CH:6]=[C:7](B(O)O)[CH:8]=[CH:9][CH:10]=1)(=[O:4])=[O:3].Br[C:15]1[CH:20]=[CH:19][C:18]([C:21]2[O:22][C:23]([CH3:33])=[C:24]([CH2:26][CH2:27][N:28]3[CH2:32][CH2:31][CH2:30][CH2:29]3)[N:25]=2)=[CH:17][CH:16]=1, predict the reaction product. (6) Given the reactants [CH3:1][C:2]1[N:7]=[C:6]([C:8]2[CH:13]=[CH:12][CH:11]=[C:10]([C:14]3[CH:15]=[C:16]([S:20](Cl)(=[O:22])=[O:21])[CH:17]=[CH:18][CH:19]=3)[N:9]=2)[CH:5]=[C:4]([C:24]2[CH:29]=[CH:28][C:27]([C:30]([F:33])([F:32])[F:31])=[CH:26][CH:25]=2)[CH:3]=1.[OH:34][CH2:35][CH2:36][O:37][CH:38]1[CH2:43][CH2:42][NH:41][CH2:40][CH2:39]1, predict the reaction product. The product is: [CH3:1][C:2]1[N:7]=[C:6]([C:8]2[CH:13]=[CH:12][CH:11]=[C:10]([C:14]3[CH:15]=[C:16]([S:20]([N:41]4[CH2:42][CH2:43][CH:38]([O:37][CH2:36][CH2:35][OH:34])[CH2:39][CH2:40]4)(=[O:22])=[O:21])[CH:17]=[CH:18][CH:19]=3)[N:9]=2)[CH:5]=[C:4]([C:24]2[CH:29]=[CH:28][C:27]([C:30]([F:33])([F:32])[F:31])=[CH:26][CH:25]=2)[CH:3]=1. (7) Given the reactants [Cl:1][C:2]1[CH:3]=[C:4]([C:8]#[C:9][C:10]2[N:11]=[C:12]([CH3:22])[N:13]([C:15]3[CH:16]=[N:17][CH:18]=[C:19](F)[CH:20]=3)[CH:14]=2)[CH:5]=[CH:6][CH:7]=1.Cl.[CH3:24][NH:25][CH3:26], predict the reaction product. The product is: [Cl:1][C:2]1[CH:3]=[C:4]([C:8]#[C:9][C:10]2[N:11]=[C:12]([CH3:22])[N:13]([C:15]3[CH:20]=[C:19]([N:25]([CH3:26])[CH3:24])[CH:18]=[N:17][CH:16]=3)[CH:14]=2)[CH:5]=[CH:6][CH:7]=1. (8) Given the reactants [CH3:1][S:2]([N:5]1[CH2:10][CH2:9][N:8]([CH2:11][C:12]2[CH:13]=[CH:14][C:15]([N+:33]([O-:35])=[O:34])=[C:16]([CH2:18][CH:19]([C:21]3[C:22]([O:31][CH3:32])=[N:23][C:24]4[C:29]([CH:30]=3)=[CH:28][CH:27]=[CH:26][CH:25]=4)O)[CH:17]=2)[CH2:7][CH2:6]1)(=[O:4])=[O:3].FC(F)(F)C(O)=O.C1CCN2C(=NCCC2)CC1, predict the reaction product. The product is: [CH3:1][S:2]([N:5]1[CH2:6][CH2:7][N:8]([CH2:11][C:12]2[CH:13]=[CH:14][C:15]([N+:33]([O-:35])=[O:34])=[C:16](/[CH:18]=[CH:19]/[C:21]3[C:22]([O:31][CH3:32])=[N:23][C:24]4[C:29]([CH:30]=3)=[CH:28][CH:27]=[CH:26][CH:25]=4)[CH:17]=2)[CH2:9][CH2:10]1)(=[O:4])=[O:3]. (9) Given the reactants C(OC([NH:8][C@@H:9]([CH2:15][CH2:16][C:17]([C:19]1[C:24]([Cl:25])=[CH:23][N:22]=[C:21]([C:26]([F:29])([F:28])[F:27])[CH:20]=1)=O)[C:10]([O:12][CH2:13][CH3:14])=[O:11])=O)(C)(C)C, predict the reaction product. The product is: [Cl:25][C:24]1[C:19]([C:17]2[CH2:16][CH2:15][C@@H:9]([C:10]([O:12][CH2:13][CH3:14])=[O:11])[N:8]=2)=[CH:20][C:21]([C:26]([F:29])([F:28])[F:27])=[N:22][CH:23]=1.